From a dataset of Reaction yield outcomes from USPTO patents with 853,638 reactions. Predict the reaction yield, written as a fraction of the theoretical maximum amount of product (1.0 means a 100% yield; for example, 0.34 means a 34% yield). The reactants are B(Br)(Br)Br.C(Cl)Cl.C[O:9][C:10]1[CH:11]=[C:12]([C:16]([CH3:27])([CH3:26])[CH2:17][CH2:18][CH2:19][CH2:20][C:21]([N:23]([CH3:25])[CH3:24])=[O:22])[CH:13]=[CH:14][CH:15]=1. The catalyst is O. The product is [OH:9][C:10]1[CH:11]=[C:12]([C:16]([CH3:27])([CH3:26])[CH2:17][CH2:18][CH2:19][CH2:20][C:21]([N:23]([CH3:25])[CH3:24])=[O:22])[CH:13]=[CH:14][CH:15]=1. The yield is 0.910.